Dataset: Full USPTO retrosynthesis dataset with 1.9M reactions from patents (1976-2016). Task: Predict the reactants needed to synthesize the given product. (1) Given the product [ClH:26].[ClH:26].[N+:1]([C:4]1[CH:5]=[C:6]([CH:23]=[CH:24][CH:25]=1)[CH2:7][NH:8][C:9]1[CH:14]=[CH:13][CH:12]=[C:11]([NH2:15])[CH:10]=1)([O-:3])=[O:2], predict the reactants needed to synthesize it. The reactants are: [N+:1]([C:4]1[CH:5]=[C:6]([CH:23]=[CH:24][CH:25]=1)[CH2:7][NH:8][C:9]1[CH:10]=[C:11]([NH:15]C(=O)OC(C)(C)C)[CH:12]=[CH:13][CH:14]=1)([O-:3])=[O:2].[ClH:26]. (2) Given the product [CH3:1][O:2][C:3]1[CH:4]=[C:5]2[C:10](=[CH:11][C:12]=1[O:13][CH3:14])[N:9]=[CH:8][CH:7]=[C:6]2[O:15][C:16]1[CH:22]=[CH:21][C:19]([NH:20][C:43](=[O:42])[O:44][CH2:25][CH2:26][CH2:27][CH2:28][N:34]([CH3:37])[CH3:32])=[C:18]([CH3:23])[C:17]=1[CH3:24], predict the reactants needed to synthesize it. The reactants are: [CH3:1][O:2][C:3]1[CH:4]=[C:5]2[C:10](=[CH:11][C:12]=1[O:13][CH3:14])[N:9]=[CH:8][CH:7]=[C:6]2[O:15][C:16]1[CH:22]=[CH:21][C:19]([NH2:20])=[C:18]([CH3:23])[C:17]=1[CH3:24].[C:25]1(C)C=C[CH:28]=[CH:27][CH:26]=1.[CH2:32]([N:34]([CH2:37]C)CC)C.ClC(Cl)([O:42][C:43](=O)[O:44]C(Cl)(Cl)Cl)Cl. (3) Given the product [CH3:11][CH2:10][CH2:9][CH2:8][CH:7]([C:6]([OH:5])=[O:18])[CH2:12][CH3:13], predict the reactants needed to synthesize it. The reactants are: C([O:5][CH2:6][CH:7]([CH2:12][CH3:13])[CH2:8][CH2:9][CH2:10][CH3:11])(=O)C=C.C(OC)(=[O:18])C(C)=C.C(O)(=O)C(C)=C.N.S(OOS([O-])(=O)=O)([O-])(=O)=O.[NH4+].[NH4+].C(N(CC([O-])=O)CC([O-])=O)CN(CC([O-])=O)CC([O-])=O.[Na+].[Na+].[Na+].[Na+].C(OO)(C)(C)C.S([O-])[O-].C=O.[Na+].[Na+]. (4) Given the product [CH2:5]=[CH:6][C:7](=[CH2:8])[CH3:9].[C:1](#[N:4])[CH:2]=[CH2:3], predict the reactants needed to synthesize it. The reactants are: [C:1](#[N:4])[CH:2]=[CH2:3].[CH2:5]=[CH:6][C:7](=[CH2:9])[CH3:8].N(C(C)(C)C#N)=NC(C)(C)C#N. (5) Given the product [Cl:16][C:17]1[CH:23]=[CH:22][C:20]([NH:21][C:9](=[O:15])[C:10]([O:12][CH2:13][CH3:14])=[O:11])=[CH:19][CH:18]=1, predict the reactants needed to synthesize it. The reactants are: C(N(CC)CC)C.Cl[C:9](=[O:15])[C:10]([O:12][CH2:13][CH3:14])=[O:11].[Cl:16][C:17]1[CH:23]=[CH:22][C:20]([NH2:21])=[CH:19][CH:18]=1.C(=O)([O-])O.[Na+]. (6) Given the product [OH:19][CH:18]=[C:15]([C:12]1[CH:13]=[CH:14][C:9]([N:6]2[CH2:7][CH2:8][N:3]([CH3:2])[CH2:4][CH2:5]2)=[CH:10][CH:11]=1)[C:16]#[N:17], predict the reactants needed to synthesize it. The reactants are: [Na].[CH3:2][N:3]1[CH2:8][CH2:7][N:6]([C:9]2[CH:14]=[CH:13][C:12]([CH2:15][C:16]#[N:17])=[CH:11][CH:10]=2)[CH2:5][CH2:4]1.[CH:18](OCC)=[O:19].C(OCC)C. (7) Given the product [CH:16]1([CH2:15][C@H:2]([NH:1][C:22]([N:50]2[CH2:51][CH2:52][CH2:53][C@@H:48]([C@:40]([OH:47])([C:36]3[CH:35]=[CH:34][CH:39]=[CH:38][CH:37]=3)[CH2:41][CH2:42][CH2:43][CH2:44][O:45][CH3:46])[CH2:49]2)=[S:24])[CH2:3][N:4]([CH3:14])[C:5]([O:6][CH2:7][CH2:8][Si:9]([CH3:11])([CH3:12])[CH3:10])=[O:13])[CH2:17][CH2:18][CH2:19][CH2:20][CH2:21]1, predict the reactants needed to synthesize it. The reactants are: [NH2:1][C@@H:2]([CH2:15][CH:16]1[CH2:21][CH2:20][CH2:19][CH2:18][CH2:17]1)[CH2:3][N:4]([CH3:14])[C:5](=[O:13])[O:6][CH2:7][CH2:8][Si:9]([CH3:12])([CH3:11])[CH3:10].[C:22](=[S:24])=S.[OH-].[Na+].ClC(OCC)=O.Cl[C:34]1[CH:35]=[C:36]([C@:40]([C@@H:48]2[CH2:53][CH2:52][CH2:51][NH:50][CH2:49]2)([OH:47])[CH2:41][CH2:42][CH2:43][CH2:44][O:45][CH3:46])[CH:37]=[CH:38][CH:39]=1. (8) Given the product [CH2:1]([O:8][C:9](=[O:31])[NH:10][C@H:11]([C:20](=[O:30])[N:21]([CH2:23][CH:24]1[O:28][N:27]=[C:26]([Br:29])[CH2:25]1)[CH3:22])[CH2:12][C:13]1[CH:18]=[CH:17][CH:16]=[CH:15][CH:14]=1)[C:2]1[CH:3]=[CH:4][CH:5]=[CH:6][CH:7]=1, predict the reactants needed to synthesize it. The reactants are: [CH2:1]([O:8][C:9](=[O:31])[NH:10][C@H:11]([C:20](=[O:30])[N:21]([CH2:23][CH:24]1[O:28][N:27]=[C:26]([Br:29])[CH2:25]1)[CH3:22])[CH2:12][C:13]1[CH:18]=[CH:17][C:16](O)=[CH:15][CH:14]=1)[C:2]1[CH:7]=[CH:6][CH:5]=[CH:4][CH:3]=1.N(C(OCC1C=CC=CC=1)=O)[C@H](C(O)=O)CC1C=CC(O)=CC=1. (9) Given the product [NH2:19][CH2:18][C:16]1[CH:15]=[CH:14][C:12]2[N:13]=[C:9]([CH2:8][CH2:7][CH2:6][CH2:5][N:4]([CH2:1][CH2:2][CH3:3])[CH2:23][CH2:24][CH3:25])[N:10]([CH:20]([CH3:21])[CH3:22])[C:11]=2[CH:17]=1, predict the reactants needed to synthesize it. The reactants are: [CH2:1]([N:4]([CH2:23][CH2:24][CH3:25])[CH2:5][CH2:6][CH2:7][CH2:8][C:9]1[N:10]([CH:20]([CH3:22])[CH3:21])[C:11]2[CH:17]=[C:16]([C:18]#[N:19])[CH:15]=[CH:14][C:12]=2[N:13]=1)[CH2:2][CH3:3].[OH-].[Na+].